Dataset: Catalyst prediction with 721,799 reactions and 888 catalyst types from USPTO. Task: Predict which catalyst facilitates the given reaction. (1) Reactant: [OH:1][C:2]([CH3:14])([CH2:9][CH2:10][CH2:11][CH2:12][CH3:13])[CH2:3][C:4](OCC)=[O:5].[H-].[Al+3].[Li+].[H-].[H-].[H-].C(OCC)(=O)C.Cl. Product: [CH3:14][C:2]([OH:1])([CH2:9][CH2:10][CH2:11][CH2:12][CH3:13])[CH2:3][CH2:4][OH:5]. The catalyst class is: 7. (2) The catalyst class is: 24. Reactant: [NH2:1][C@H:2]([CH3:12])[CH2:3][CH2:4][C:5]([O:7][C:8]([CH3:11])([CH3:10])[CH3:9])=[O:6].Br[CH2:14][C:15]([O:17][CH3:18])=[O:16].[CH:19](N(C(C)C)CC)([CH3:21])[CH3:20].Cl[C:29]([O-:31])=[O:30]. Product: [CH2:20]([O:31][C:29]([N:1]([CH2:14][C:15]([O:17][CH3:18])=[O:16])[C@H:2]([CH3:12])[CH2:3][CH2:4][C:5]([O:7][C:8]([CH3:11])([CH3:10])[CH3:9])=[O:6])=[O:30])[CH:19]=[CH2:21]. (3) Reactant: [NH2:1][C:2]1[CH:10]=[C:9]2[C:5]([CH2:6][O:7][C:8]2=[C:11]2[C:19]3[C:14](=[CH:15][CH:16]=[CH:17][CH:18]=3)[NH:13][C:12]2=[O:20])=[CH:4][CH:3]=1.C(N(CC)C(C)C)(C)C.[Cl:30][CH2:31][CH2:32][CH2:33][C:34](Cl)=[O:35]. Product: [Cl:30][CH2:31][CH2:32][CH2:33][C:34]([NH:1][C:2]1[CH:10]=[C:9]2[C:5](=[CH:4][CH:3]=1)[CH2:6][O:7][C:8]2=[C:11]1[C:19]2[C:14](=[CH:15][CH:16]=[CH:17][CH:18]=2)[NH:13][C:12]1=[O:20])=[O:35]. The catalyst class is: 1. (4) Reactant: [CH:1]1([CH2:7][N:8]2[C:12]([C:13]3[CH:18]=[C:17]([C:19]([CH3:22])([CH3:21])[CH3:20])[CH:16]=[C:15]([C:23]([CH3:26])([CH3:25])[CH3:24])[CH:14]=3)=[N:11][C:10]([C:27]([O:29]C)=[O:28])=[N:9]2)[CH2:6][CH2:5][CH2:4][CH2:3][CH2:2]1.O[Li].O. Product: [CH:1]1([CH2:7][N:8]2[C:12]([C:13]3[CH:14]=[C:15]([C:23]([CH3:25])([CH3:26])[CH3:24])[CH:16]=[C:17]([C:19]([CH3:22])([CH3:21])[CH3:20])[CH:18]=3)=[N:11][C:10]([C:27]([OH:29])=[O:28])=[N:9]2)[CH2:2][CH2:3][CH2:4][CH2:5][CH2:6]1. The catalyst class is: 20. (5) Reactant: [C:1]([NH:8][N:9]1[C:15](=[O:16])[CH2:14][C:13]2[CH:17]=[CH:18][CH:19]=[CH:20][C:12]=2[C:11]2[CH:21]=[CH:22][CH:23]=[CH:24][C:10]1=2)([O:3][C:4]([CH3:7])([CH3:6])[CH3:5])=[O:2].Cl[CH2:26][C:27](=[O:32])[C:28]([CH3:31])([CH3:30])[CH3:29]. Product: [C:1]([NH:8][N:9]1[C:15](=[O:16])[CH:14]([CH2:26][C:27](=[O:32])[C:28]([CH3:31])([CH3:30])[CH3:29])[C:13]2[CH:17]=[CH:18][CH:19]=[CH:20][C:12]=2[C:11]2[CH:21]=[CH:22][CH:23]=[CH:24][C:10]1=2)([O:3][C:4]([CH3:7])([CH3:6])[CH3:5])=[O:2]. The catalyst class is: 85. (6) Reactant: [NH2:1][C:2]1[CH:7]=[CH:6][C:5]([C@@H:8]2[O:13][CH2:12][CH2:11][N:10]([C:14]([O:16][C:17]([CH3:20])([CH3:19])[CH3:18])=[O:15])[CH2:9]2)=[CH:4][CH:3]=1.[NH:21]1[CH:25]=[C:24]([C:26](O)=[O:27])[CH:23]=[N:22]1.CN(C(ON1N=NC2C=CC=CC1=2)=[N+](C)C)C.F[P-](F)(F)(F)(F)F.CN1CCOCC1. Product: [NH:21]1[CH:25]=[C:24]([C:26]([NH:1][C:2]2[CH:7]=[CH:6][C:5]([C@@H:8]3[O:13][CH2:12][CH2:11][N:10]([C:14]([O:16][C:17]([CH3:20])([CH3:19])[CH3:18])=[O:15])[CH2:9]3)=[CH:4][CH:3]=2)=[O:27])[CH:23]=[N:22]1. The catalyst class is: 136. (7) Reactant: COC(=O)C1C=CC=C([C:10]2[CH:11]=[C:12](C(S(C)(=O)=O)(C)C)[CH:13]=[C:14]3[C:19]=2[N:18]=[CH:17][CH:16]=[CH:15]3)C=1.[Li+].[OH-]. Product: [N:18]1[C:19]2[C:14](=[CH:13][CH:12]=[CH:11][CH:10]=2)[CH:15]=[CH:16][CH:17]=1. The catalyst class is: 464. (8) Reactant: [Br:1][C:2]1[C:3]([OH:10])=[C:4]([CH:7]=[CH:8][CH:9]=1)[CH:5]=O.CC1(C)O[C:17](=[O:18])[CH2:16][C:14](=[O:15])[O:13]1. Product: [Br:1][C:2]1[CH:9]=[CH:8][CH:7]=[C:4]2[C:3]=1[O:10][C:17](=[O:18])[C:16]([C:14]([OH:15])=[O:13])=[CH:5]2. The catalyst class is: 6. (9) The catalyst class is: 87. Reactant: [Cl:1][C:2]1[C:7]([C:8]([O:10]CC)=[O:9])=[C:6]([F:13])[C:5]([CH2:14][NH:15][C:16](=[O:20])[CH:17]([CH3:19])[CH3:18])=[CH:4][CH:3]=1.[OH-].[Na+]. Product: [Cl:1][C:2]1[C:7]([C:8]([OH:10])=[O:9])=[C:6]([F:13])[C:5]([CH2:14][NH:15][C:16](=[O:20])[CH:17]([CH3:18])[CH3:19])=[CH:4][CH:3]=1.